Regression. Given a peptide amino acid sequence and an MHC pseudo amino acid sequence, predict their binding affinity value. This is MHC class II binding data. From a dataset of Peptide-MHC class II binding affinity with 134,281 pairs from IEDB. (1) The peptide sequence is YFHRRDLRLMANAICSAV. The MHC is DRB4_0101 with pseudo-sequence DRB4_0103. The binding affinity (normalized) is 0.354. (2) The peptide sequence is NPIASTNDDEVLIEV. The MHC is DRB5_0101 with pseudo-sequence DRB5_0101. The binding affinity (normalized) is 0.175.